This data is from Full USPTO retrosynthesis dataset with 1.9M reactions from patents (1976-2016). The task is: Predict the reactants needed to synthesize the given product. (1) Given the product [C:15]([CH:5]([CH2:6][CH2:7][CH2:8][CH2:9][CH2:10][CH2:11][CH2:12][CH3:13])[C:4]#[N:14])(=[O:18])[CH2:16][CH3:17], predict the reactants needed to synthesize it. The reactants are: C[O-].[K+].[C:4](#[N:14])[CH2:5][CH2:6][CH2:7][CH2:8][CH2:9][CH2:10][CH2:11][CH2:12][CH3:13].[C:15](OCC)(=[O:18])[CH2:16][CH3:17].Cl. (2) The reactants are: [CH2:1]([N:8]1[C:12]2[CH:13]=[CH:14][C:15]([CH3:17])=[CH:16][C:11]=2[N:10]=[C:9]1[CH:18]([NH:22][CH2:23][CH2:24][CH2:25][N:26]1[C:34](=[O:35])[C:33]2[C:28](=[CH:29][CH:30]=[CH:31][CH:32]=2)[C:27]1=[O:36])[CH:19]([CH3:21])[CH3:20])[C:2]1[CH:7]=[CH:6][CH:5]=[CH:4][CH:3]=1.C(N(CC)CC)C.[C:44]1([CH3:53])[CH:49]=[CH:48][C:47]([C:50](Cl)=[O:51])=[CH:46][CH:45]=1.C(=O)(O)[O-].[Na+]. Given the product [CH2:1]([N:8]1[C:12]2[CH:13]=[CH:14][C:15]([CH3:17])=[CH:16][C:11]=2[N:10]=[C:9]1[CH:18]([N:22]([CH2:23][CH2:24][CH2:25][N:26]1[C:27](=[O:36])[C:28]2[C:33](=[CH:32][CH:31]=[CH:30][CH:29]=2)[C:34]1=[O:35])[C:50](=[O:51])[C:47]1[CH:48]=[CH:49][C:44]([CH3:53])=[CH:45][CH:46]=1)[CH:19]([CH3:21])[CH3:20])[C:2]1[CH:3]=[CH:4][CH:5]=[CH:6][CH:7]=1, predict the reactants needed to synthesize it. (3) Given the product [F:29][C:26]1[CH:27]=[CH:28][C:23]([C:21]2[N:13]([S:55]([C:49]3[CH:54]=[CH:53][CH:52]=[CH:51][CH:50]=3)(=[O:57])=[O:56])[CH:12]=[C:14]([C:15]([O:17][CH2:18][CH3:19])=[O:16])[CH:20]=2)=[CH:24][CH:25]=1, predict the reactants needed to synthesize it. The reactants are: FC1C=CC(C(=O)CBr)=CC=1.[C:12]([CH:14]([CH2:20][C:21]([C:23]1[CH:28]=[CH:27][C:26]([F:29])=[CH:25][CH:24]=1)=O)[C:15]([O:17][CH2:18][CH3:19])=[O:16])#[N:13].FC1C=CC(C2NC=C(C(OCC)=O)C=2)=CC=1.[H-].[Na+].[C:49]1([S:55](Cl)(=[O:57])=[O:56])[CH:54]=[CH:53][CH:52]=[CH:51][CH:50]=1. (4) Given the product [Cl:1][C:2]1[CH:7]=[C:6]([NH:8][CH:9]([S:10][CH3:33])[NH:29][C:30]#[N:31])[CH:5]=[C:4]([C:11]([F:14])([F:13])[F:12])[C:3]=1[C:15]1[CH:28]=[CH:27][C:18]2[O:19][CH2:20][CH2:21][N:22]([S:23]([CH3:26])(=[O:24])=[O:25])[C:17]=2[CH:16]=1, predict the reactants needed to synthesize it. The reactants are: [Cl:1][C:2]1[CH:7]=[C:6]([N:8]=[C:9]=[S:10])[CH:5]=[C:4]([C:11]([F:14])([F:13])[F:12])[C:3]=1[C:15]1[CH:28]=[CH:27][C:18]2[O:19][CH2:20][CH2:21][N:22]([S:23]([CH3:26])(=[O:25])=[O:24])[C:17]=2[CH:16]=1.[N:29]#[C:30][NH2:31].[Na].[CH3:33]O.CI. (5) Given the product [CH3:1][C:2]1([CH3:17])[C:10]2[C:5](=[CH:6][C:7]([N:11]3[CH2:16][CH2:15][O:14][CH2:13][CH2:12]3)=[CH:8][CH:9]=2)[N:4]([C:19]2[C:28]3[C:23](=[C:24]([C:29]([F:32])([F:30])[F:31])[CH:25]=[CH:26][CH:27]=3)[N:22]=[C:21]([CH3:33])[C:20]=2[CH3:34])[CH2:3]1, predict the reactants needed to synthesize it. The reactants are: [CH3:1][C:2]1([CH3:17])[C:10]2[C:5](=[CH:6][C:7]([N:11]3[CH2:16][CH2:15][O:14][CH2:13][CH2:12]3)=[CH:8][CH:9]=2)[NH:4][CH2:3]1.Cl[C:19]1[C:28]2[C:23](=[C:24]([C:29]([F:32])([F:31])[F:30])[CH:25]=[CH:26][CH:27]=2)[N:22]=[C:21]([CH3:33])[C:20]=1[CH3:34].C(=O)([O-])[O-].[Cs+].[Cs+].C1C=CC(P(C2C(C3C(P(C4C=CC=CC=4)C4C=CC=CC=4)=CC=C4C=3C=CC=C4)=C3C(C=CC=C3)=CC=2)C2C=CC=CC=2)=CC=1. (6) Given the product [Cl:4][C:5]1[CH:6]=[CH:7][C:8]([C@H:11]2[N:18]3[C:14]([S:15][C:16]([C:22](=[O:23])[CH3:1])=[C:17]3[CH:19]([CH3:20])[CH3:21])=[N:13][C@:12]2([C:29]2[CH:30]=[CH:31][C:32]([Cl:35])=[CH:33][CH:34]=2)[CH3:28])=[CH:9][CH:10]=1, predict the reactants needed to synthesize it. The reactants are: [CH3:1][Mg]Br.[Cl:4][C:5]1[CH:10]=[CH:9][C:8]([C@H:11]2[N:18]3[C:14]([S:15][C:16]([C:22](N(OC)C)=[O:23])=[C:17]3[CH:19]([CH3:21])[CH3:20])=[N:13][C@:12]2([C:29]2[CH:34]=[CH:33][C:32]([Cl:35])=[CH:31][CH:30]=2)[CH3:28])=[CH:7][CH:6]=1.[Cl-].[NH4+].